This data is from Reaction yield outcomes from USPTO patents with 853,638 reactions. The task is: Predict the reaction yield, written as a fraction of the theoretical maximum amount of product (1.0 means a 100% yield; for example, 0.34 means a 34% yield). (1) The reactants are [Br:1][C:2]1[CH:7]=[C:6]([N+:8]([O-:10])=[O:9])[CH:5]=[CH:4][C:3]=1F.[NH:12]1[CH2:16][CH2:15][CH2:14][CH2:13]1.C([O-])([O-])=O.[K+].[K+]. The catalyst is CN(C=O)C.O. The product is [Br:1][C:2]1[CH:7]=[C:6]([N+:8]([O-:10])=[O:9])[CH:5]=[CH:4][C:3]=1[N:12]1[CH2:16][CH2:15][CH2:14][CH2:13]1. The yield is 0.813. (2) The reactants are [C:1]([C:3]1[N:8]=[C:7]([C:9]2[S:13][C:12]([N:14]3[CH2:19][CH2:18][O:17][CH2:16][CH2:15]3)=[N:11][C:10]=2[C:20]2[C:21]([F:38])=[C:22]([NH:26][S:27]([C:30]3[CH:35]=[C:34]([F:36])[CH:33]=[CH:32][C:31]=3[F:37])(=[O:29])=[O:28])[CH:23]=[CH:24][CH:25]=2)[CH:6]=[CH:5][N:4]=1)#[N:2].CC(C[AlH]CC(C)C)C. The catalyst is ClCCl. The product is [NH2:2][CH2:1][C:3]1[N:8]=[C:7]([C:9]2[S:13][C:12]([N:14]3[CH2:19][CH2:18][O:17][CH2:16][CH2:15]3)=[N:11][C:10]=2[C:20]2[C:21]([F:38])=[C:22]([NH:26][S:27]([C:30]3[CH:35]=[C:34]([F:36])[CH:33]=[CH:32][C:31]=3[F:37])(=[O:28])=[O:29])[CH:23]=[CH:24][CH:25]=2)[CH:6]=[CH:5][N:4]=1. The yield is 0.730. (3) The product is [CH3:1][C:2]1[N:7]=[CH:6][C:5]([S:14]([Cl:9])(=[O:17])=[O:15])=[CH:4][CH:3]=1. The reactants are [CH3:1][C:2]1[N:7]=[CH:6][C:5](N)=[CH:4][CH:3]=1.[ClH:9].N([O-])=O.[Na+].[S:14]([O-:17])(O)=[O:15].[Na+]. The catalyst is O.S([O-])([O-])(=O)=O.[Cu+2]. The yield is 0.150.